From a dataset of Reaction yield outcomes from USPTO patents with 853,638 reactions. Predict the reaction yield, written as a fraction of the theoretical maximum amount of product (1.0 means a 100% yield; for example, 0.34 means a 34% yield). (1) The reactants are [OH:1][CH2:2][CH2:3][C:4]1([CH2:8][CH2:9][OH:10])[CH2:7][O:6][CH2:5]1.CCN(CC)CC.[CH3:18][S:19](Cl)(=[O:21])=[O:20]. The catalyst is C(Cl)Cl.O. The product is [CH3:18][S:19]([O:1][CH2:2][CH2:3][C:4]1([CH2:8][CH2:9][O:10][S:19]([CH3:18])(=[O:21])=[O:20])[CH2:7][O:6][CH2:5]1)(=[O:21])=[O:20]. The yield is 0.740. (2) The reactants are [N:1]1[C:5]2[CH:6]=[CH:7][CH:8]=[CH:9][C:4]=2[NH:3][C:2]=1[SH:10].C(N(CC)CC)C.Br[CH2:19][CH2:20][CH2:21][C:22]([O:24][CH2:25][CH3:26])=[O:23].O. The catalyst is C1(C)C=CC=CC=1. The product is [N:1]1[C:5]2[CH:6]=[CH:7][CH:8]=[CH:9][C:4]=2[NH:3][C:2]=1[S:10][CH2:19][CH2:20][CH2:21][C:22]([O:24][CH2:25][CH3:26])=[O:23]. The yield is 0.850. (3) The reactants are [CH2:1]([N:5]1[C:14]2[C:9](=[N:10][CH:11]=[C:12]([CH2:15][C:16]3[CH:21]=[CH:20][C:19]([F:22])=[CH:18][CH:17]=3)[CH:13]=2)[C:8]([OH:23])=[C:7]([C:24](OCC)=[O:25])[C:6]1=[O:29])[CH2:2][CH2:3][CH3:4].[NH2:30][CH2:31][CH2:32][CH2:33][N:34]1[CH2:38][CH2:37][CH2:36][C:35]1=[O:39]. No catalyst specified. The product is [CH2:1]([N:5]1[C:14]2[C:9](=[N:10][CH:11]=[C:12]([CH2:15][C:16]3[CH:21]=[CH:20][C:19]([F:22])=[CH:18][CH:17]=3)[CH:13]=2)[C:8]([OH:23])=[C:7]([C:24]([NH:30][CH2:31][CH2:32][CH2:33][N:34]2[CH2:38][CH2:37][CH2:36][C:35]2=[O:39])=[O:25])[C:6]1=[O:29])[CH2:2][CH2:3][CH3:4]. The yield is 0.400. (4) The reactants are [Br:1][C:2]1[CH:8]=[CH:7][C:5]([NH2:6])=[CH:4][C:3]=1[F:9].C1COCC1.C(=O)(O)[O-].[Na+].Cl[C:21]([O:23][CH2:24][C:25]1[CH:30]=[CH:29][CH:28]=[CH:27][CH:26]=1)=[O:22]. The catalyst is O. The product is [Br:1][C:2]1[CH:8]=[CH:7][C:5]([NH:6][C:21](=[O:22])[O:23][CH2:24][C:25]2[CH:30]=[CH:29][CH:28]=[CH:27][CH:26]=2)=[CH:4][C:3]=1[F:9]. The yield is 0.920. (5) The reactants are [N:1]1[C:10]2[C:5](=[CH:6][CH:7]=[CH:8][CH:9]=2)[CH:4]=[CH:3][C:2]=1[N:11]1[CH2:16][CH2:15][CH:14]([O:17][C:18]2[C:23]([N:24]3[CH2:29][CH2:28][CH:27]([CH:30]=[O:31])[CH2:26][CH2:25]3)=[CH:22][CH:21]=[CH:20][N:19]=2)[CH2:13][CH2:12]1.CC(C[AlH]CC(C)C)C. The catalyst is C1COCC1. The product is [N:1]1[C:10]2[C:5](=[CH:6][CH:7]=[CH:8][CH:9]=2)[CH:4]=[CH:3][C:2]=1[N:11]1[CH2:16][CH2:15][CH:14]([O:17][C:18]2[C:23]([N:24]3[CH2:29][CH2:28][CH:27]([CH2:30][OH:31])[CH2:26][CH2:25]3)=[CH:22][CH:21]=[CH:20][N:19]=2)[CH2:13][CH2:12]1. The yield is 0.600. (6) The reactants are [C:1]([C:3]([C:6]1[CH:7]=[C:8]([CH:12]=[CH:13][CH:14]=1)[C:9]([OH:11])=O)([CH3:5])[CH3:4])#[N:2].CN(C)C=O.[NH2:20][C:21]1[CH:22]=[CH:23][C:24]([O:28][CH3:29])=[C:25]([OH:27])[CH:26]=1.C(N(C(C)C)C(C)C)C. The catalyst is C(Cl)(=O)C(Cl)=O.O. The product is [C:1]([C:3]([C:6]1[CH:7]=[C:8]([CH:12]=[CH:13][CH:14]=1)[C:9]([NH:20][C:21]1[CH:22]=[CH:23][C:24]([O:28][CH3:29])=[C:25]([OH:27])[CH:26]=1)=[O:11])([CH3:4])[CH3:5])#[N:2]. The yield is 0.580. (7) The reactants are [Cl:1][C:2]1[CH:3]=[C:4]([C:8]2[N:13]=[C:12]3[CH2:14][CH2:15][CH2:16][C:11]3=[C:10]([S:17]([C:20]3[CH:25]=[CH:24][C:23]([CH2:26][C:27]([O:29]C)=O)=[CH:22][CH:21]=3)(=[O:19])=[O:18])[CH:9]=2)[CH:5]=[CH:6][CH:7]=1.[NH3:31]. The catalyst is CO. The product is [Cl:1][C:2]1[CH:3]=[C:4]([C:8]2[N:13]=[C:12]3[CH2:14][CH2:15][CH2:16][C:11]3=[C:10]([S:17]([C:20]3[CH:25]=[CH:24][C:23]([CH2:26][C:27]([NH2:31])=[O:29])=[CH:22][CH:21]=3)(=[O:19])=[O:18])[CH:9]=2)[CH:5]=[CH:6][CH:7]=1. The yield is 0.530. (8) The reactants are [NH2:1][C:2]1[CH:3]=[CH:4][C:5]([O:15][CH2:16][CH2:17][O:18][Si](C(C)(C)C)(C)C)=[C:6]([N:8]2[C:12](=[O:13])[N:11]([CH3:14])[N:10]=[N:9]2)[CH:7]=1.Cl.Cl[C:28]1[N:33]=[C:32]([NH:34][C@@H:35]2[CH2:43][C@H:42]3[N:38]([CH2:39][CH2:40][CH2:41]3)[C:37]([CH3:45])([CH3:44])[CH2:36]2)[C:31]([F:46])=[CH:30][N:29]=1.CC1C=CC(S(O)(=O)=O)=CC=1.O. The catalyst is CC(O)C. The product is [CH3:44][C:37]1([CH3:45])[CH2:36][C@H:35]([NH:34][C:32]2[C:31]([F:46])=[CH:30][N:29]=[C:28]([NH:1][C:2]3[CH:3]=[CH:4][C:5]([O:15][CH2:16][CH2:17][OH:18])=[C:6]([N:8]4[C:12](=[O:13])[N:11]([CH3:14])[N:10]=[N:9]4)[CH:7]=3)[N:33]=2)[CH2:43][C@H:42]2[N:38]1[CH2:39][CH2:40][CH2:41]2. The yield is 0.210.